Task: Predict the reaction yield, written as a fraction of the theoretical maximum amount of product (1.0 means a 100% yield; for example, 0.34 means a 34% yield).. Dataset: Reaction yield outcomes from USPTO patents with 853,638 reactions (1) The reactants are [H-].[Na+].[CH3:3][CH2:4][CH:5]([OH:8])[CH2:6][CH3:7].[CH2:9](Br)[CH:10]=[CH2:11]. The catalyst is O1CCCC1.[I-].C([N+](CCCC)(CCCC)CCCC)CCC. The product is [CH2:11]([O:8][CH:5]([CH2:6][CH3:7])[CH2:4][CH3:3])[CH:10]=[CH2:9]. The yield is 0.820. (2) The reactants are [CH2:1]([O:8][C:9]1[CH:14]=[CH:13][C:12]([CH2:15][C:16]2[CH:17]=[C:18]([C@@:23]3([OH:50])[C@H:28]([O:29][Si](C)(C)C)[C@@H:27]([O:34][Si](C)(C)C)[C@H:26]([O:39][Si](C)(C)C)[C@@H:25]([CH2:44][O:45][Si](C)(C)C)[O:24]3)[CH:19]=[CH:20][C:21]=2[Cl:22])=[CH:11][CH:10]=1)[C:2]1[CH:7]=[CH:6][CH:5]=[CH:4][CH:3]=1.[CH3:51]S(O)(=O)=O.C(=O)(O)[O-].[Na+]. The catalyst is O1CCCC1.CO. The product is [CH2:1]([O:8][C:9]1[CH:14]=[CH:13][C:12]([CH2:15][C:16]2[CH:17]=[C:18]([C@@:23]3([O:50][CH3:51])[C@H:28]([OH:29])[C@@H:27]([OH:34])[C@H:26]([OH:39])[C@@H:25]([CH2:44][OH:45])[O:24]3)[CH:19]=[CH:20][C:21]=2[Cl:22])=[CH:11][CH:10]=1)[C:2]1[CH:7]=[CH:6][CH:5]=[CH:4][CH:3]=1. The yield is 0.545. (3) The reactants are [CH:1]1([CH2:4][N+:5]2([O-])[CH2:23][CH2:22][C@:12]34[C:13]5[C:14]6[O:21][C@H:11]3[C:10](=O)[CH2:9][CH2:8][C@@:7]4([O:25]CC)[C@H:6]2[CH2:19][C:18]=5[CH:17]=[CH:16][C:15]=6[OH:20])[CH2:3][CH2:2]1.[CH2:29](Br)[C:30]1[CH:35]=[CH:34][CH:33]=[CH:32][CH:31]=1.[C:37]([O-])([O-])=O.[K+].[K+]. The catalyst is CN(C=O)C.Cl. The product is [CH:1]1([CH2:4][N:5]2[CH2:23][CH2:22][C@:12]34[C:13]5[C:14]6[O:21][C@H:11]3[C:10](=[CH2:37])[CH2:9][CH2:8][C@@:7]4([OH:25])[C@H:6]2[CH2:19][C:18]=5[CH:17]=[CH:16][C:15]=6[O:20][CH2:29][C:30]2[CH:35]=[CH:34][CH:33]=[CH:32][CH:31]=2)[CH2:3][CH2:2]1. The yield is 0.700. (4) The reactants are [Cl:1][C:2]1[CH:7]=[CH:6][CH:5]=[C:4]([Cl:8])[C:3]=1[C:9]([NH:11][C@H:12]([C:34]([O:36]C)=[O:35])[CH2:13][C:14]1[CH:19]=[CH:18][C:17]([O:20][CH2:21][CH2:22][C:23]2[CH:28]=[CH:27][CH:26]=[C:25]([NH:29][CH2:30][CH2:31][O:32][CH3:33])[N:24]=2)=[CH:16][CH:15]=1)=[O:10].[Li+].[OH-]. The catalyst is CC(N(C)C)=O.O. The product is [Cl:1][C:2]1[CH:7]=[CH:6][CH:5]=[C:4]([Cl:8])[C:3]=1[C:9]([NH:11][C@H:12]([C:34]([OH:36])=[O:35])[CH2:13][C:14]1[CH:15]=[CH:16][C:17]([O:20][CH2:21][CH2:22][C:23]2[CH:28]=[CH:27][CH:26]=[C:25]([NH:29][CH2:30][CH2:31][O:32][CH3:33])[N:24]=2)=[CH:18][CH:19]=1)=[O:10]. The yield is 0.560. (5) The reactants are [CH3:1][C:2]1[CH:7]=[CH:6][N:5]=[C:4]2[NH:8][N:9]=[CH:10][C:3]=12.[OH-].[K+].[I:13]I. The catalyst is CN(C=O)C. The product is [I:13][C:10]1[C:3]2[C:4](=[N:5][CH:6]=[CH:7][C:2]=2[CH3:1])[NH:8][N:9]=1. The yield is 0.770. (6) The reactants are [CH2:1]([C:3]1[NH:4][C:5](=[O:27])[C:6]([CH2:12][C:13]2[CH:18]=[CH:17][C:16]([C:19]3[C:20]([C:25]#[N:26])=[CH:21][CH:22]=[CH:23][CH:24]=3)=[CH:15][CH:14]=2)=[C:7]([CH2:9][CH2:10][CH3:11])[N:8]=1)[CH3:2].[C:28]([C:31]1[CH:36]=[CH:35][C:34](B(O)O)=[CH:33][CH:32]=1)(=[O:30])[CH3:29].C(N(CC)CC)C.N1C=CC=CC=1. The catalyst is ClCCl.C(OCC)(=O)C.C([O-])(=O)C.[Cu+2].C([O-])(=O)C. The product is [C:28]([C:31]1[CH:36]=[CH:35][C:34]([N:4]2[C:5](=[O:27])[C:6]([CH2:12][C:13]3[CH:18]=[CH:17][C:16]([C:19]4[C:20]([C:25]#[N:26])=[CH:21][CH:22]=[CH:23][CH:24]=4)=[CH:15][CH:14]=3)=[C:7]([CH2:9][CH2:10][CH3:11])[N:8]=[C:3]2[CH2:1][CH3:2])=[CH:33][CH:32]=1)(=[O:30])[CH3:29]. The yield is 0.510.